This data is from Forward reaction prediction with 1.9M reactions from USPTO patents (1976-2016). The task is: Predict the product of the given reaction. (1) Given the reactants [CH3:1][O:2][C:3]1[C:12]([NH:13][C:14]([N:16]2[CH2:21][CH2:20][N:19]([C:22]3[CH:27]=[C:26]([O:28][CH3:29])[CH:25]=[C:24]([O:30][CH3:31])[CH:23]=3)[CH2:18][CH2:17]2)=[O:15])=[N:11][C:10]2[C:5](=[CH:6][CH:7]=[CH:8][CH:9]=2)[N:4]=1.[H-].[Na+].[CH2:34](I)[CH2:35][CH3:36], predict the reaction product. The product is: [CH3:1][O:2][C:3]1[C:12]([N:13]([CH:35]([CH3:36])[CH3:34])[C:14]([N:16]2[CH2:21][CH2:20][N:19]([C:22]3[CH:27]=[C:26]([O:28][CH3:29])[CH:25]=[C:24]([O:30][CH3:31])[CH:23]=3)[CH2:18][CH2:17]2)=[O:15])=[N:11][C:10]2[C:5](=[CH:6][CH:7]=[CH:8][CH:9]=2)[N:4]=1. (2) The product is: [CH2:14]([C:16]1[CH:21]=[C:20]([OH:22])[C:19]([F:23])=[CH:18][C:17]=1[C:24]1[CH:32]=[C:31]2[C:27]([C:28]([C:33]3[NH:34][C:35]4[CH2:40][CH2:39][N:38]([CH2:1][C:3]5[C:4]([C:9]#[N:10])=[N:5][CH:6]=[CH:7][CH:8]=5)[CH2:37][C:36]=4[N:41]=3)=[N:29][NH:30]2)=[CH:26][CH:25]=1)[CH3:15]. Given the reactants [CH:1]([C:3]1[C:4]([C:9]#[N:10])=[N:5][CH:6]=[CH:7][CH:8]=1)=O.Br.Br.Br.[CH2:14]([C:16]1[C:17]([C:24]2[CH:32]=[C:31]3[C:27]([C:28]([C:33]4[NH:34][C:35]5[CH2:40][CH2:39][NH:38][CH2:37][C:36]=5[N:41]=4)=[N:29][NH:30]3)=[CH:26][CH:25]=2)=[CH:18][C:19]([F:23])=[C:20]([OH:22])[CH:21]=1)[CH3:15], predict the reaction product. (3) Given the reactants [CH3:1][C:2]1[CH:3]=[CH:4][C:5]([C:8]2[CH:9]=[C:10]([CH:14]=[C:15]([O:17][C:18]3[S:19][CH:20]=[CH:21][N:22]=3)[CH:16]=2)[C:11]([OH:13])=O)=[N:6][CH:7]=1.[CH3:23][C:24]1[N:29]=[CH:28][C:27]([C@H:30]([NH2:32])[CH3:31])=[CH:26][N:25]=1.F[P-](F)(F)(F)(F)F.C[N+](C)=C(N(C)C)ON1C2N=CC=CC=2N=N1.C(N(CC)C(C)C)(C)C, predict the reaction product. The product is: [CH3:1][C:2]1[CH:3]=[CH:4][C:5]([C:8]2[CH:9]=[C:10]([CH:14]=[C:15]([O:17][C:18]3[S:19][CH:20]=[CH:21][N:22]=3)[CH:16]=2)[C:11]([NH:32][C@@H:30]([C:27]2[CH:26]=[N:25][C:24]([CH3:23])=[N:29][CH:28]=2)[CH3:31])=[O:13])=[N:6][CH:7]=1. (4) Given the reactants [CH2:1]([OH:4])[CH2:2][OH:3].[C:5]1([CH3:15])[CH:10]=[CH:9][C:8]([S:11](Cl)(=[O:13])=[O:12])=[CH:7][CH:6]=1.Cl, predict the reaction product. The product is: [C:5]1([CH3:15])[CH:10]=[CH:9][C:8]([S:11]([CH:1]([OH:4])[CH:2]([OH:3])[S:11]([C:8]2[CH:9]=[CH:10][C:5]([CH3:15])=[CH:6][CH:7]=2)(=[O:13])=[O:12])(=[O:13])=[O:12])=[CH:7][CH:6]=1.